Dataset: Full USPTO retrosynthesis dataset with 1.9M reactions from patents (1976-2016). Task: Predict the reactants needed to synthesize the given product. (1) The reactants are: Br[CH2:2][C:3]1[CH:4]=[CH:5][C:6]2[O:10][CH:9]=[CH:8][C:7]=2[CH:11]=1.[N-:12]=[N+:13]=[N-:14].[Na+].O. Given the product [N:12]([CH2:2][C:3]1[CH:4]=[CH:5][C:6]2[O:10][CH:9]=[CH:8][C:7]=2[CH:11]=1)=[N+:13]=[N-:14], predict the reactants needed to synthesize it. (2) Given the product [CH3:36][C@H:34]1[O:35][C@@H:30]([CH3:29])[CH2:31][N:32]([C:26]([C@H:24]2[CH2:23][CH2:22][C:21]3[C:14]4[C:13]([NH:12][C:4]5[CH:5]=[C:6]6[CH:11]=[N:10][NH:9][C:7]6=[N:8][C:3]=5[O:2][CH3:1])=[N:18][CH:17]=[N:16][C:15]=4[S:19][C:20]=3[CH2:25]2)=[O:27])[CH2:33]1, predict the reactants needed to synthesize it. The reactants are: [CH3:1][O:2][C:3]1[N:8]=[C:7]2[NH:9][N:10]=[CH:11][C:6]2=[CH:5][C:4]=1[NH:12][C:13]1[C:14]2[C:21]3[CH2:22][CH2:23][C@H:24]([C:26](O)=[O:27])[CH2:25][C:20]=3[S:19][C:15]=2[N:16]=[CH:17][N:18]=1.[CH3:29][C@H:30]1[O:35][C@@H:34]([CH3:36])[CH2:33][NH:32][CH2:31]1. (3) Given the product [N:39]1([C:36]2[CH:37]=[CH:38][C:33]([CH2:32][N:18]3[C:14]4=[N:15][C:16]([CH3:17])=[C:11]([CH:6]([O:5][C:1]([CH3:4])([CH3:2])[CH3:3])[C:7]([OH:9])=[O:8])[C:12]([C:21]5[CH:22]=[C:23]6[C:28](=[CH:29][CH:30]=5)[O:27][CH2:26][CH2:25][CH2:24]6)=[C:13]4[CH:20]=[CH:19]3)=[CH:34][CH:35]=2)[CH:43]=[N:42][CH:41]=[N:40]1, predict the reactants needed to synthesize it. The reactants are: [C:1]([O:5][CH:6]([C:11]1[C:12]([C:21]2[CH:22]=[C:23]3[C:28](=[CH:29][CH:30]=2)[O:27][CH2:26][CH2:25][CH2:24]3)=[C:13]2[CH:20]=[CH:19][NH:18][C:14]2=[N:15][C:16]=1[CH3:17])[C:7]([O:9]C)=[O:8])([CH3:4])([CH3:3])[CH3:2].Br[CH2:32][C:33]1[CH:38]=[CH:37][C:36]([N:39]2[CH:43]=[N:42][CH:41]=[N:40]2)=[CH:35][CH:34]=1. (4) Given the product [F:1][C:2]1[CH:7]=[CH:6][C:5]([CH2:8][O:9][C:15]2[CH:25]=[C:19]3[N:20]([CH3:24])[CH2:21][CH2:22][CH2:23][N:18]3[C:17](=[O:26])[N:16]=2)=[CH:4][C:3]=1[C:10]([F:11])([F:12])[F:13], predict the reactants needed to synthesize it. The reactants are: [F:1][C:2]1[CH:7]=[CH:6][C:5]([CH2:8][OH:9])=[CH:4][C:3]=1[C:10]([F:13])([F:12])[F:11].Cl[C:15]1[CH:25]=[C:19]2[N:20]([CH3:24])[CH2:21][CH2:22][CH2:23][N:18]2[C:17](=[O:26])[N:16]=1. (5) The reactants are: [F:1][C:2]1[CH:10]=[CH:9][C:5]([C:6]([NH2:8])=O)=[CH:4][C:3]=1[CH3:11]. Given the product [F:1][C:2]1[CH:10]=[CH:9][C:5]([C:6]#[N:8])=[CH:4][C:3]=1[CH3:11], predict the reactants needed to synthesize it.